This data is from Reaction yield outcomes from USPTO patents with 853,638 reactions. The task is: Predict the reaction yield, written as a fraction of the theoretical maximum amount of product (1.0 means a 100% yield; for example, 0.34 means a 34% yield). (1) The reactants are [Cl:1][C:2]1[N:3]=[C:4]([N:14]2[CH2:19][CH2:18][O:17][CH2:16][CH2:15]2)[C:5]2[S:10][C:9]([CH2:11][NH:12][CH3:13])=[CH:8][C:6]=2[N:7]=1.[N:20]1[CH:25]=[CH:24][CH:23]=[CH:22][C:21]=1[CH:26]=O. No catalyst specified. The product is [Cl:1][C:2]1[N:3]=[C:4]([N:14]2[CH2:19][CH2:18][O:17][CH2:16][CH2:15]2)[C:5]2[S:10][C:9]([CH2:11][N:12]([CH3:13])[CH2:26][C:21]3[CH:22]=[CH:23][CH:24]=[CH:25][N:20]=3)=[CH:8][C:6]=2[N:7]=1. The yield is 0.710. (2) The reactants are [F:1][C:2]([F:23])([F:22])[C:3](=O)[CH:4]=[C:5](O)[C:6]1[CH:19]=[CH:18][C:17]2[C:16]3[C:11](=[CH:12][CH:13]=[CH:14][CH:15]=3)[CH:10]=[CH:9][C:8]=2[CH:7]=1.Cl.[C:25]([C:27]1[CH:32]=[CH:31][C:30]([NH:33][NH2:34])=[CH:29][CH:28]=1)#[N:26]. The catalyst is C(O)C. The product is [CH:7]1[C:8]2[CH:9]=[CH:10][C:11]3[C:16](=[CH:15][CH:14]=[CH:13][CH:12]=3)[C:17]=2[CH:18]=[CH:19][C:6]=1[C:5]1[N:33]([C:30]2[CH:31]=[CH:32][C:27]([C:25]#[N:26])=[CH:28][CH:29]=2)[N:34]=[C:3]([C:2]([F:23])([F:22])[F:1])[CH:4]=1. The yield is 0.850. (3) The reactants are [Cl:1][C:2]1[CH:3]=[C:4]([C:8]2[C:13]3[N:14]=[C:15](N)[S:16][C:12]=3[CH:11]=[C:10]([CH3:18])[C:9]=2[F:19])[CH:5]=[CH:6][CH:7]=1.N(OC(C)(C)C)=O. The catalyst is O1CCOCC1. The product is [Cl:1][C:2]1[CH:3]=[C:4]([C:8]2[C:13]3[N:14]=[CH:15][S:16][C:12]=3[CH:11]=[C:10]([CH3:18])[C:9]=2[F:19])[CH:5]=[CH:6][CH:7]=1. The yield is 0.610. (4) The reactants are FC(F)(F)C(O)=O.C([SiH](CC)CC)C.[CH2:15]([CH:17]1[O:22][C:21]2[CH:23]=[C:24]([C:27]3[CH:28]=[N:29][C:30]([N:33]4[CH2:37][CH2:36][CH:35]([CH2:38][C:39]([O:41]CCCC)=[O:40])[CH2:34]4)=[N:31][CH:32]=3)[CH:25]=[CH:26][C:20]=2[N:19]([C:46](=[O:54])[NH:47][C:48]2[CH:53]=[CH:52][CH:51]=[CH:50][CH:49]=2)[CH2:18]1)[CH3:16]. The catalyst is C(Cl)Cl. The product is [CH2:15]([CH:17]1[O:22][C:21]2[CH:23]=[C:24]([C:27]3[CH:28]=[N:29][C:30]([N:33]4[CH2:37][CH2:36][CH:35]([CH2:38][C:39]([OH:41])=[O:40])[CH2:34]4)=[N:31][CH:32]=3)[CH:25]=[CH:26][C:20]=2[N:19]([C:46](=[O:54])[NH:47][C:48]2[CH:53]=[CH:52][CH:51]=[CH:50][CH:49]=2)[CH2:18]1)[CH3:16]. The yield is 0.420. (5) The reactants are [N+:1]([O-:4])(O)=[O:2].[Br:5][C:6]1[CH:11]=[CH:10][C:9]([NH:12][C:13](=[O:17])[O:14][CH2:15][CH3:16])=[C:8]([C:18]([F:21])([F:20])[F:19])[CH:7]=1.C(O)(=O)C. The catalyst is S(=O)(=O)(O)O.C(OC(=O)C)(=O)C. The product is [Br:5][C:6]1[CH:7]=[C:8]([C:18]([F:20])([F:21])[F:19])[C:9]([NH:12][C:13](=[O:17])[O:14][CH2:15][CH3:16])=[C:10]([N+:1]([O-:4])=[O:2])[CH:11]=1. The yield is 0.610.